This data is from Forward reaction prediction with 1.9M reactions from USPTO patents (1976-2016). The task is: Predict the product of the given reaction. (1) The product is: [F:7][C:8]1[CH:9]=[CH:10][C:11]2[O:16][CH2:15][CH2:14][N:13]([NH2:17])[C:12]=2[CH:19]=1. Given the reactants [H-].[H-].[H-].[H-].[Li+].[Al+3].[F:7][C:8]1[CH:9]=[CH:10][C:11]2[O:16][CH2:15][CH2:14][N:13]([N:17]=O)[C:12]=2[CH:19]=1, predict the reaction product. (2) Given the reactants [CH3:1][C:2]1[C:6]([C:7]2[CH:8]=[C:9](I)[C:10]3[N:14]=[C:13]([NH2:15])[NH:12][C:11]=3[CH:16]=2)=[C:5]([CH3:18])[O:4][N:3]=1.[CH3:19][C:20]1[C:24](B2OC(C)(C)C(C)(C)O2)=[C:23]([CH3:34])[NH:22][N:21]=1.C(=O)([O-])[O-].[Cs+].[Cs+], predict the reaction product. The product is: [CH3:19][C:20]1[C:24]([C:9]2[C:10]3[N:14]=[C:13]([NH2:15])[NH:12][C:11]=3[CH:16]=[C:7]([C:6]3[C:2]([CH3:1])=[N:3][O:4][C:5]=3[CH3:18])[CH:8]=2)=[C:23]([CH3:34])[NH:22][N:21]=1. (3) Given the reactants CN(C)C=O.C(Cl)(=O)C([Cl:9])=O.[C:12]([C:14]1[CH:15]=[C:16]([F:23])[C:17]([C:20]([OH:22])=O)=[N:18][CH:19]=1)#[N:13].[NH2:24][C:25]1[CH:26]=[CH:27][C:28]([F:42])=[C:29]([C@:31]23[CH2:39][O:38][CH2:37][C@@:36]2([F:40])[CH2:35][O:34][C:33]([NH2:41])=[N:32]3)[CH:30]=1, predict the reaction product. The product is: [ClH:9].[NH2:41][C:33]1[O:34][CH2:35][C@:36]2([F:40])[CH2:37][O:38][CH2:39][C@:31]2([C:29]2[CH:30]=[C:25]([NH:24][C:20]([C:17]3[C:16]([F:23])=[CH:15][C:14]([C:12]#[N:13])=[CH:19][N:18]=3)=[O:22])[CH:26]=[CH:27][C:28]=2[F:42])[N:32]=1. (4) Given the reactants [H-].[K+].Cl[C:4]1[CH:9]=[C:8]([O:10][C:11]2[CH:16]=[CH:15][C:14]([NH:17]C(=O)CC(NC3C=CC(F)=CC=3)=O)=[CH:13][C:12]=2[F:31])[CH:7]=[CH:6][N:5]=1.ClC1C=CN=CC=1, predict the reaction product. The product is: [F:31][C:12]1[CH:13]=[C:14]([NH2:17])[CH:15]=[CH:16][C:11]=1[O:10][C:8]1[CH:9]=[CH:4][N:5]=[CH:6][CH:7]=1. (5) Given the reactants Br[CH:2]([C:4]1[S:8][C:7]([S:9][C:10]2[CH:15]=[CH:14][C:13]([Cl:16])=[CH:12][C:11]=2[Cl:17])=[C:6]([N+:18]([O-:20])=[O:19])[CH:5]=1)[CH3:3].[NH3:21], predict the reaction product. The product is: [Cl:17][C:11]1[CH:12]=[C:13]([Cl:16])[CH:14]=[CH:15][C:10]=1[S:9][C:7]1[S:8][C:4]([CH:2]([NH2:21])[CH3:3])=[CH:5][C:6]=1[N+:18]([O-:20])=[O:19]. (6) Given the reactants [CH3:1][O:2][C:3]([C:5]1[CH:9]=[C:8]([C:10](O)=[O:11])[N:7]([CH2:13][C:14]2[CH:18]=[C:17]([C:19]3[S:20][C:21]([Cl:24])=[CH:22][CH:23]=3)[O:16][N:15]=2)[N:6]=1)=[O:4].C1N(P(Cl)(N2C(=O)OCC2)=O)C(=O)OC1.Cl.[CH:41]([N:44]1[CH2:49][CH2:48][CH:47]([NH2:50])[CH2:46][CH2:45]1)([CH3:43])[CH3:42], predict the reaction product. The product is: [CH3:1][O:2][C:3]([C:5]1[CH:9]=[C:8]([C:10](=[O:11])[NH:50][CH:47]2[CH2:48][CH2:49][N:44]([CH:41]([CH3:43])[CH3:42])[CH2:45][CH2:46]2)[N:7]([CH2:13][C:14]2[CH:18]=[C:17]([C:19]3[S:20][C:21]([Cl:24])=[CH:22][CH:23]=3)[O:16][N:15]=2)[N:6]=1)=[O:4]. (7) Given the reactants C(OC([N:8]1[CH2:30][CH2:29][N:11]2[C:12](=[O:28])[C:13]3[C:18]([C@@H:10]2[CH2:9]1)=[CH:17][C:16]([CH:19]([CH2:22][CH3:23])[CH2:20][CH3:21])=[CH:15][C:14]=3[C:24]([F:27])([F:26])[F:25])=O)(C)(C)C.[ClH:31], predict the reaction product. The product is: [ClH:31].[CH3:23][CH2:22][CH:19]([C:16]1[CH:17]=[C:18]2[C:13]([C:12](=[O:28])[N:11]3[CH2:29][CH2:30][NH:8][CH2:9][C@H:10]32)=[C:14]([C:24]([F:26])([F:27])[F:25])[CH:15]=1)[CH2:20][CH3:21].